Dataset: Reaction yield outcomes from USPTO patents with 853,638 reactions. Task: Predict the reaction yield, written as a fraction of the theoretical maximum amount of product (1.0 means a 100% yield; for example, 0.34 means a 34% yield). (1) The reactants are [O:1]=[C:2]([C:11]1[CH:16]=[CH:15][CH:14]=[CH:13][CH:12]=1)[CH2:3][S:4][CH2:5][C:6]([O:8][CH2:9][CH3:10])=[O:7].[CH3:17][C:18]([CH3:23])([CH2:21]O)[CH2:19][OH:20]. The catalyst is C1(C)C=CC=CC=1.C1(C)C=CC(S(O)(=O)=O)=CC=1. The product is [CH3:17][C:18]1([CH3:23])[CH2:19][O:20][C:2]([CH2:3][S:4][CH2:5][C:6]([O:8][CH2:9][CH3:10])=[O:7])([C:11]2[CH:16]=[CH:15][CH:14]=[CH:13][CH:12]=2)[O:1][CH2:21]1. The yield is 0.700. (2) The yield is 0.460. The product is [C:15]([O:19][C:20]([NH:22][C:23]1([C:27]([NH:1][C:2]2[CH:3]=[CH:4][C:5](/[CH:6]=[CH:7]/[C:8]([O:10][CH2:11][CH3:12])=[O:9])=[CH:13][CH:14]=2)=[O:28])[CH2:26][CH2:25][CH2:24]1)=[O:21])([CH3:18])([CH3:17])[CH3:16]. The reactants are [NH2:1][C:2]1[CH:14]=[CH:13][C:5]([CH:6]=[CH:7][C:8]([O:10][CH2:11][CH3:12])=[O:9])=[CH:4][CH:3]=1.[C:15]([O:19][C:20]([NH:22][C:23]1([C:27](O)=[O:28])[CH2:26][CH2:25][CH2:24]1)=[O:21])([CH3:18])([CH3:17])[CH3:16].O.ON1C2C=CC=CC=2N=N1.Cl.C(N=C=NCCCN(C)C)C. The catalyst is CN(C)C=O.O. (3) The reactants are Br[C:2]1[CH:3]=[C:4]2[C:9](=[CH:10][CH:11]=1)[CH:8]=[C:7]([CH2:12][CH2:13][OH:14])[CH:6]=[CH:5]2.[CH3:15][O:16][C:17]1[N:22]=[C:21]([O:23][CH3:24])[C:20](B(O)O)=[CH:19][N:18]=1.[O-]P([O-])([O-])=O.[K+].[K+].[K+].O.N. The catalyst is C(O)(C)C.O.Cl[Pd](Cl)([P](C1C=CC=CC=1)(C1C=CC=CC=1)C1C=CC=CC=1)[P](C1C=CC=CC=1)(C1C=CC=CC=1)C1C=CC=CC=1. The product is [CH3:15][O:16][C:17]1[N:22]=[C:21]([O:23][CH3:24])[C:20]([C:2]2[CH:3]=[C:4]3[C:9](=[CH:10][CH:11]=2)[CH:8]=[C:7]([CH2:12][CH2:13][OH:14])[CH:6]=[CH:5]3)=[CH:19][N:18]=1. The yield is 0.300. (4) The reactants are [Cl:1][C:2]1[C:3]([CH2:12][O:13][C:14]2[CH:23]=[C:22]3[C:17]([CH2:18][CH2:19][C:20]([CH3:25])([CH3:24])[O:21]3)=[CH:16][CH:15]=2)=[CH:4][C:5]2[O:9][N:8]=[C:7]([NH2:10])[C:6]=2[CH:11]=1.[CH3:26][S:27](Cl)(=[O:29])=[O:28]. The catalyst is C(Cl)Cl. The product is [Cl:1][C:2]1[C:3]([CH2:12][O:13][C:14]2[CH:23]=[C:22]3[C:17]([CH2:18][CH2:19][C:20]([CH3:25])([CH3:24])[O:21]3)=[CH:16][CH:15]=2)=[CH:4][C:5]2[O:9][N:8]=[C:7]([NH:10][S:27]([CH3:26])(=[O:29])=[O:28])[C:6]=2[CH:11]=1. The yield is 0.630. (5) The reactants are [Cl:1][C:2]1[CH:14]=[C:13]([N+:15]([O-:17])=[O:16])[CH:12]=[CH:11][C:3]=1[C:4](/[N:6]=[CH:7]\[N:8](C)C)=O.[CH3:18][NH:19]N. The catalyst is C(O)(=O)C. The product is [Cl:1][C:2]1[CH:14]=[C:13]([N+:15]([O-:17])=[O:16])[CH:12]=[CH:11][C:3]=1[C:4]1[N:19]([CH3:18])[N:8]=[CH:7][N:6]=1. The yield is 0.260. (6) The catalyst is ClCCl.C(O)C. The yield is 0.430. The reactants are CC(OC(/N=N/C(OC(C)C)=O)=O)C.Cl[C:16]1[C:25]2[C:20](=[CH:21][C:22]([CH2:26][OH:27])=[CH:23][CH:24]=2)[N:19]=[C:18]([CH3:28])[CH:17]=1.C1(P(C2C=CC=CC=2)C2C=CC=CC=2)C=CC=CC=1.[CH3:48][O:49][C:50]1[CH:55]=[CH:54][CH:53]=[CH:52][C:51]=1O.[NH:57]1[CH2:61][CH2:60][CH2:59][CH2:58]1.[C:62]([OH:67])(=[O:66])[C:63]([OH:65])=[O:64]. The product is [C:62]([OH:67])(=[O:66])[C:63]([OH:65])=[O:64].[CH3:48][O:49][C:50]1[CH:55]=[CH:54][CH:53]=[CH:52][C:51]=1[O:27][CH2:26][C:22]1[CH:21]=[C:20]2[C:25]([C:16]([N:57]3[CH2:61][CH2:60][CH2:59][CH2:58]3)=[CH:17][C:18]([CH3:28])=[N:19]2)=[CH:24][CH:23]=1.